This data is from Catalyst prediction with 721,799 reactions and 888 catalyst types from USPTO. The task is: Predict which catalyst facilitates the given reaction. (1) Reactant: [CH2:1]([O:3][C:4]([C:6]1[C:7](=[N:31]O)[C:8]2[C:13]([C:14]=1[C:15]1[CH:20]=[CH:19][CH:18]=[CH:17][CH:16]=1)=[CH:12][CH:11]=[C:10]([O:21][CH2:22][CH2:23][CH2:24][C:25]1[CH:30]=[CH:29][CH:28]=[CH:27][CH:26]=1)[CH:9]=2)=[O:5])[CH3:2]. Product: [CH2:1]([O:3][C:4]([C:6]1[CH:7]([NH2:31])[C:8]2[C:13]([C:14]=1[C:15]1[CH:20]=[CH:19][CH:18]=[CH:17][CH:16]=1)=[CH:12][CH:11]=[C:10]([O:21][CH2:22][CH2:23][CH2:24][C:25]1[CH:30]=[CH:29][CH:28]=[CH:27][CH:26]=1)[CH:9]=2)=[O:5])[CH3:2]. The catalyst class is: 19. (2) Reactant: [F:1][C:2]1[CH:3]=[C:4]([CH2:10][N:11]2[C:19]3[C:14](=[N:15][CH:16]=[C:17]([CH3:20])[CH:18]=3)[C:13]([C:21](O)=[O:22])=[CH:12]2)[C:5]([CH3:9])=[N:6][C:7]=1[CH3:8].CN(C(ON1N=NC2C=CC=NC1=2)=[N+](C)C)C.F[P-](F)(F)(F)(F)F.[F:48][CH2:49][CH2:50][NH2:51].C(N(CC)CC)C. Product: [F:1][C:2]1[CH:3]=[C:4]([CH2:10][N:11]2[C:19]3[C:14](=[N:15][CH:16]=[C:17]([CH3:20])[CH:18]=3)[C:13]([C:21]([NH:51][CH2:50][CH2:49][F:48])=[O:22])=[CH:12]2)[C:5]([CH3:9])=[N:6][C:7]=1[CH3:8]. The catalyst class is: 179. (3) Reactant: Cl.[F:2][C:3]([F:41])([F:40])[C:4]1[CH:9]=[CH:8][C:7]([CH2:10][CH2:11][C:12]2[N:16](COCC[Si](C)(C)C)[N:15]=[CH:14][C:13]=2[C:25]2[O:29][N:28]=[C:27]([C:30]3[CH:31]=[C:32]([S:36]([NH2:39])(=[O:38])=[O:37])[CH:33]=[CH:34][CH:35]=3)[N:26]=2)=[CH:6][CH:5]=1. Product: [F:41][C:3]([F:2])([F:40])[C:4]1[CH:5]=[CH:6][C:7]([CH2:10][CH2:11][C:12]2[NH:16][N:15]=[CH:14][C:13]=2[C:25]2[O:29][N:28]=[C:27]([C:30]3[CH:31]=[C:32]([S:36]([NH2:39])(=[O:37])=[O:38])[CH:33]=[CH:34][CH:35]=3)[N:26]=2)=[CH:8][CH:9]=1. The catalyst class is: 8. (4) Reactant: [CH3:1][NH:2][C:3]1[CH:4]=[N:5][CH:6]=[CH:7][C:8]=1[C:9]1[CH:14]=[CH:13][CH:12]=[CH:11][C:10]=1[CH3:15].[Cl:16][C:17]1[CH:18]=[C:19]([CH:23]=[C:24]([O:26][C:27]([F:30])([F:29])[F:28])[CH:25]=1)[C:20]([OH:22])=O. Product: [Cl:16][C:17]1[CH:18]=[C:19]([CH:23]=[C:24]([O:26][C:27]([F:30])([F:29])[F:28])[CH:25]=1)[C:20]([N:2]([CH3:1])[C:3]1[CH:4]=[N:5][CH:6]=[CH:7][C:8]=1[C:9]1[CH:14]=[CH:13][CH:12]=[CH:11][C:10]=1[CH3:15])=[O:22]. The catalyst class is: 243.